From a dataset of Peptide-MHC class II binding affinity with 134,281 pairs from IEDB. Regression. Given a peptide amino acid sequence and an MHC pseudo amino acid sequence, predict their binding affinity value. This is MHC class II binding data. (1) The peptide sequence is GMLQIVDKIDAAFKI. The MHC is DRB1_0404 with pseudo-sequence DRB1_0404. The binding affinity (normalized) is 0.637. (2) The peptide sequence is ISSQYYIQQNGNLCY. The MHC is HLA-DQA10401-DQB10402 with pseudo-sequence HLA-DQA10401-DQB10402. The binding affinity (normalized) is 0.360. (3) The peptide sequence is EKKYFAATQQEPLAA. The MHC is DRB1_1001 with pseudo-sequence DRB1_1001. The binding affinity (normalized) is 0.708.